This data is from Aqueous solubility values for 9,982 compounds from the AqSolDB database. The task is: Regression/Classification. Given a drug SMILES string, predict its absorption, distribution, metabolism, or excretion properties. Task type varies by dataset: regression for continuous measurements (e.g., permeability, clearance, half-life) or binary classification for categorical outcomes (e.g., BBB penetration, CYP inhibition). For this dataset (solubility_aqsoldb), we predict Y. (1) The Y is -4.36 log mol/L. The molecule is CN(c1ccccc1)S(=O)(=O)C1=CC(=O)C2=C(NNc3ccc(NC(=O)CCl)cc3S(=O)(=O)[O-])C(=N)C=CC2=C1.[Na+]. (2) The drug is O=CC1CO1. The Y is 1.14 log mol/L. (3) The molecule is OC(Cn1ccnc1)c1ccc(Cl)cc1Cl. The Y is -3.26 log mol/L. (4) The molecule is CC1CCc2c(N3CCC(O)CC3)c(F)cc3c(=O)c(C(=O)O)cn1c23. The Y is -3.78 log mol/L. (5) The compound is Nc1ccc(C(=O)Oc2ccccc2)c(O)c1. The Y is -4.52 log mol/L. (6) The drug is NC(=S)c1ccccc1. The Y is -1.92 log mol/L. (7) The molecule is CCCCC(CC)COC(=O)C(C#N)=C(c1ccccc1)c1ccccc1. The Y is -6.56 log mol/L. (8) The molecule is CCCCn1cnc2c1c(=O)n(C)c(=O)n2C. The Y is -1.81 log mol/L.